From a dataset of HIV replication inhibition screening data with 41,000+ compounds from the AIDS Antiviral Screen. Binary Classification. Given a drug SMILES string, predict its activity (active/inactive) in a high-throughput screening assay against a specified biological target. The compound is CC(O)C(NC(=O)C1CSSCC(NC(=O)C(Cc2ccccc2)NC(=O)OCC2c3ccccc3-c3ccccc32)C(=O)NC(Cc2ccccc2)C(=O)NC(Cc2cn(C=O)c3ccccc23)C(=O)NC(CCCCNC(=O)OCC2c3ccccc3-c3ccccc32)C(=O)NC(C(C)O)C(=O)N1)C(N)=O. The result is 0 (inactive).